From a dataset of NCI-60 drug combinations with 297,098 pairs across 59 cell lines. Regression. Given two drug SMILES strings and cell line genomic features, predict the synergy score measuring deviation from expected non-interaction effect. (1) Drug 1: CC1CCC2CC(C(=CC=CC=CC(CC(C(=O)C(C(C(=CC(C(=O)CC(OC(=O)C3CCCCN3C(=O)C(=O)C1(O2)O)C(C)CC4CCC(C(C4)OC)O)C)C)O)OC)C)C)C)OC. Drug 2: CC1=C2C(C(=O)C3(C(CC4C(C3C(C(C2(C)C)(CC1OC(=O)C(C(C5=CC=CC=C5)NC(=O)C6=CC=CC=C6)O)O)OC(=O)C7=CC=CC=C7)(CO4)OC(=O)C)O)C)OC(=O)C. Cell line: RPMI-8226. Synergy scores: CSS=21.2, Synergy_ZIP=-3.44, Synergy_Bliss=-3.56, Synergy_Loewe=-14.0, Synergy_HSA=-6.70. (2) Drug 1: CC(CN1CC(=O)NC(=O)C1)N2CC(=O)NC(=O)C2. Drug 2: C1CCC(CC1)NC(=O)N(CCCl)N=O. Cell line: M14. Synergy scores: CSS=13.7, Synergy_ZIP=-2.75, Synergy_Bliss=7.36, Synergy_Loewe=5.07, Synergy_HSA=6.34. (3) Drug 1: C1CCC(C(C1)N)N.C(=O)(C(=O)[O-])[O-].[Pt+4]. Drug 2: CC1CCCC2(C(O2)CC(NC(=O)CC(C(C(=O)C(C1O)C)(C)C)O)C(=CC3=CSC(=N3)C)C)C. Cell line: NCI-H226. Synergy scores: CSS=26.2, Synergy_ZIP=-5.14, Synergy_Bliss=-7.19, Synergy_Loewe=-7.10, Synergy_HSA=-2.21. (4) Drug 1: CC1C(C(=O)NC(C(=O)N2CCCC2C(=O)N(CC(=O)N(C(C(=O)O1)C(C)C)C)C)C(C)C)NC(=O)C3=C4C(=C(C=C3)C)OC5=C(C(=O)C(=C(C5=N4)C(=O)NC6C(OC(=O)C(N(C(=O)CN(C(=O)C7CCCN7C(=O)C(NC6=O)C(C)C)C)C)C(C)C)C)N)C. Drug 2: CCC(=C(C1=CC=CC=C1)C2=CC=C(C=C2)OCCN(C)C)C3=CC=CC=C3.C(C(=O)O)C(CC(=O)O)(C(=O)O)O. Cell line: UO-31. Synergy scores: CSS=3.65, Synergy_ZIP=-2.68, Synergy_Bliss=3.34, Synergy_Loewe=4.47, Synergy_HSA=4.82. (5) Drug 1: CN1C2=C(C=C(C=C2)N(CCCl)CCCl)N=C1CCCC(=O)O.Cl. Drug 2: C1CC(=O)NC(=O)C1N2C(=O)C3=CC=CC=C3C2=O. Cell line: HS 578T. Synergy scores: CSS=-4.51, Synergy_ZIP=3.05, Synergy_Bliss=0.0548, Synergy_Loewe=-1.95, Synergy_HSA=-3.98. (6) Drug 2: CC1=C(C(=CC=C1)Cl)NC(=O)C2=CN=C(S2)NC3=CC(=NC(=N3)C)N4CCN(CC4)CCO. Drug 1: CC(CN1CC(=O)NC(=O)C1)N2CC(=O)NC(=O)C2. Synergy scores: CSS=10.6, Synergy_ZIP=-3.18, Synergy_Bliss=1.22, Synergy_Loewe=-6.37, Synergy_HSA=1.01. Cell line: HS 578T. (7) Drug 1: CS(=O)(=O)C1=CC(=C(C=C1)C(=O)NC2=CC(=C(C=C2)Cl)C3=CC=CC=N3)Cl. Drug 2: CCC1(CC2CC(C3=C(CCN(C2)C1)C4=CC=CC=C4N3)(C5=C(C=C6C(=C5)C78CCN9C7C(C=CC9)(C(C(C8N6C)(C(=O)OC)O)OC(=O)C)CC)OC)C(=O)OC)O.OS(=O)(=O)O. Cell line: TK-10. Synergy scores: CSS=31.7, Synergy_ZIP=14.3, Synergy_Bliss=15.2, Synergy_Loewe=4.19, Synergy_HSA=15.4. (8) Cell line: SW-620. Drug 1: C1=C(C(=O)NC(=O)N1)F. Synergy scores: CSS=52.6, Synergy_ZIP=2.05, Synergy_Bliss=2.44, Synergy_Loewe=6.16, Synergy_HSA=6.67. Drug 2: CC1CCC2CC(C(=CC=CC=CC(CC(C(=O)C(C(C(=CC(C(=O)CC(OC(=O)C3CCCCN3C(=O)C(=O)C1(O2)O)C(C)CC4CCC(C(C4)OC)OCCO)C)C)O)OC)C)C)C)OC.